The task is: Predict the reactants needed to synthesize the given product.. This data is from Full USPTO retrosynthesis dataset with 1.9M reactions from patents (1976-2016). (1) Given the product [Cl:9][C:5]1[C:6]([CH3:8])=[CH:7][C:2]2[NH:1][C:24](=[O:25])[N:10]([CH:11]3[CH2:12][CH2:13][N:14]([C:17]([O:19][C:20]([CH3:23])([CH3:22])[CH3:21])=[O:18])[CH2:15][CH2:16]3)[C:3]=2[CH:4]=1, predict the reactants needed to synthesize it. The reactants are: [NH2:1][C:2]1[CH:7]=[C:6]([CH3:8])[C:5]([Cl:9])=[CH:4][C:3]=1[NH:10][CH:11]1[CH2:16][CH2:15][N:14]([C:17]([O:19][C:20]([CH3:23])([CH3:22])[CH3:21])=[O:18])[CH2:13][CH2:12]1.[C:24](Cl)(Cl)=[O:25].C(N(CC)CC)C. (2) Given the product [Br:13][CH2:14][CH2:15][S:12][C:8]1[S:7][CH:11]=[CH:10][CH:9]=1, predict the reactants needed to synthesize it. The reactants are: C(=O)([O-])[O-].[K+].[K+].[S:7]1[CH:11]=[CH:10][CH:9]=[C:8]1[SH:12].[Br:13][CH2:14][CH2:15]Br. (3) Given the product [CH3:23][O:22][C:19]1[CH:20]=[CH:21][C:16]([CH2:15][C@@H:11]([NH:10][C:8](=[O:9])[O:7][C:3]([CH3:6])([CH3:5])[CH3:4])[C:12]2[NH:63][C:60]3[CH:61]=[CH:62][C:57]([N+:54]([O-:56])=[O:55])=[CH:58][C:59]=3[N:64]=2)=[CH:17][CH:18]=1, predict the reactants needed to synthesize it. The reactants are: N#N.[C:3]([O:7][C:8]([NH:10][C@H:11]([CH2:15][C:16]1[CH:21]=[CH:20][C:19]([O:22][CH3:23])=[CH:18][CH:17]=1)[C:12](O)=O)=[O:9])([CH3:6])([CH3:5])[CH3:4].C(N1CCOCC1)C.CN(C(ON1N=NC2C=CC=CC1=2)=[N+](C)C)C.[B-](F)(F)(F)F.[N+:54]([C:57]1[CH:58]=[C:59]([NH2:64])[C:60]([NH2:63])=[CH:61][CH:62]=1)([O-:56])=[O:55].